Dataset: Catalyst prediction with 721,799 reactions and 888 catalyst types from USPTO. Task: Predict which catalyst facilitates the given reaction. (1) Reactant: [NH2:1][C:2]1[C:7]2=[C:8]([C:27]3[CH:32]=[CH:31][C:30]([NH:33][C:34](=[O:47])[NH:35][C:36]4[CH:41]=[C:40]([C:42]([F:45])([F:44])[F:43])[CH:39]=[CH:38][C:37]=4[F:46])=[C:29]([F:48])[CH:28]=3)[C:9]([CH2:24][O:25][CH3:26])=[C:10]([CH:11]3[CH2:16][CH2:15][N:14](C(OC(C)(C)C)=O)[CH2:13][CH2:12]3)[N:6]2[N:5]=[CH:4][N:3]=1.FC(F)(F)C(O)=O. Product: [NH2:1][C:2]1[C:7]2=[C:8]([C:27]3[CH:32]=[CH:31][C:30]([NH:33][C:34]([NH:35][C:36]4[CH:41]=[C:40]([C:42]([F:45])([F:43])[F:44])[CH:39]=[CH:38][C:37]=4[F:46])=[O:47])=[C:29]([F:48])[CH:28]=3)[C:9]([CH2:24][O:25][CH3:26])=[C:10]([CH:11]3[CH2:16][CH2:15][NH:14][CH2:13][CH2:12]3)[N:6]2[N:5]=[CH:4][N:3]=1. The catalyst class is: 2. (2) Reactant: CS(O[CH2:6][CH2:7][CH:8]([C:26]1[CH:31]=[CH:30][C:29]([Cl:32])=[C:28]([F:33])[CH:27]=1)[NH:9][C:10]([N:12]1[CH2:21][CH2:20][C:19]2[CH:18]=[N:17][C:16]([NH:22][CH:23]([CH3:25])[CH3:24])=[N:15][C:14]=2[CH2:13]1)=[O:11])(=O)=O.[CH3:34][NH2:35]. The catalyst class is: 1. Product: [Cl:32][C:29]1[CH:30]=[CH:31][C:26]([CH:8]([NH:9][C:10]([N:12]2[CH2:21][CH2:20][C:19]3[CH:18]=[N:17][C:16]([NH:22][CH:23]([CH3:25])[CH3:24])=[N:15][C:14]=3[CH2:13]2)=[O:11])[CH2:7][CH2:6][NH:35][CH3:34])=[CH:27][C:28]=1[F:33]. (3) Reactant: [CH2:1]([O:8][C:9]1[CH:16]=[CH:15][C:12]([CH:13]=O)=[CH:11][N:10]=1)[C:2]1[CH:7]=[CH:6][CH:5]=[CH:4][CH:3]=1.[Cl-].[CH2:18]([O:20][CH:21]([P+](C1C=CC=CC=1)(C1C=CC=CC=1)C1C=CC=CC=1)[C:22]([O:24][CH2:25][CH3:26])=[O:23])[CH3:19].CN(C)C(=N)N(C)C. Product: [CH2:1]([O:8][C:9]1[N:10]=[CH:11][C:12](/[CH:13]=[C:21](\[O:20][CH2:18][CH3:19])/[C:22]([O:24][CH2:25][CH3:26])=[O:23])=[CH:15][CH:16]=1)[C:2]1[CH:7]=[CH:6][CH:5]=[CH:4][CH:3]=1. The catalyst class is: 373. (4) Reactant: [Cl:1][C:2]1[CH:3]=[C:4](B(O)O)[CH:5]=[N:6][CH:7]=1.FC(F)(F)S(O[C:17]1[C@@:21]2([CH3:39])[CH2:22][CH2:23][C@H:24]3[C@H:33]([C@@H:20]2[CH2:19][CH:18]=1)[CH2:32][CH:31]=[C:30]1[C@:25]3([CH3:38])[CH2:26][CH2:27][C:28](=[O:37])[N:29]1[CH:34]1[CH2:36][CH2:35]1)(=O)=O. Product: [Cl:1][C:2]1[CH:3]=[C:4]([C:17]2[C@@:21]3([CH3:39])[CH2:22][CH2:23][C@H:24]4[C@H:33]([C@@H:20]3[CH2:19][CH:18]=2)[CH2:32][CH:31]=[C:30]2[C@:25]4([CH3:38])[CH2:26][CH2:27][C:28](=[O:37])[N:29]2[CH:34]2[CH2:36][CH2:35]2)[CH:5]=[N:6][CH:7]=1. The catalyst class is: 184. (5) Product: [NH2:8][C:9]1[C:14]([C:15]([OH:17])=[O:16])=[CH:13][C:12]([Cl:18])=[N:11][CH:10]=1. Reactant: C(OC([NH:8][C:9]1[C:14]([C:15]([OH:17])=[O:16])=[CH:13][C:12]([Cl:18])=[N:11][CH:10]=1)=O)(C)(C)C.C(O)(C(F)(F)F)=O. The catalyst class is: 2.